Dataset: Full USPTO retrosynthesis dataset with 1.9M reactions from patents (1976-2016). Task: Predict the reactants needed to synthesize the given product. (1) The reactants are: [CH:1]1([N:7]2[CH2:11][CH2:10][N:9]([CH2:12][CH2:13][CH2:14][CH2:15][N:16]3[CH2:21][CH2:20][CH:19]([C:22]4[CH:27]=[CH:26][CH:25]=[CH:24][C:23]=4[OH:28])[CH2:18][CH2:17]3)[C:8]2=[O:29])[CH2:6][CH2:5][CH2:4][CH2:3][CH2:2]1.[C:30]([O:34][C:35](N1CCC(C2C=CC=CC=2O)CC1)=[O:36])([CH3:33])([CH3:32])[CH3:31].ClCCCCN1CCN(C2CCCCC2)[C:56]1=[O:66].CC(=C)C.FC(F)(F)S(O)(=O)=O. Given the product [C:56]([OH:66])(=[O:28])[C:35]([OH:36])=[O:34].[CH:1]1([N:7]2[CH2:11][CH2:10][N:9]([CH2:12][CH2:13][CH2:14][CH2:15][N:16]3[CH2:21][CH2:20][CH:19]([C:22]4[CH:27]=[CH:26][CH:25]=[CH:24][C:23]=4[O:28][C:30]([CH3:33])([CH3:32])[CH3:31])[CH2:18][CH2:17]3)[C:8]2=[O:29])[CH2:2][CH2:3][CH2:4][CH2:5][CH2:6]1, predict the reactants needed to synthesize it. (2) The reactants are: [CH3:1][S:2]([NH:5][C:6]1[CH:21]=[CH:20][C:9]2[NH:10][C:11]([CH2:16][C:17]([OH:19])=O)=[N:12][S:13](=[O:15])(=[O:14])[C:8]=2[CH:7]=1)(=[O:4])=[O:3].[CH3:22][O:23][C:24]([C:26]1([CH3:38])[CH2:30][CH2:29][CH2:28][N:27]1[NH:31][CH2:32][CH2:33][C:34]([CH3:37])([CH3:36])[CH3:35])=[O:25].C1(N=C=NC2CCCCC2)CCCCC1.ClCCl. Given the product [CH3:22][O:23][C:24]([C:26]1([CH3:38])[CH2:30][CH2:29][CH2:28][N:27]1[N:31]([CH2:32][CH2:33][C:34]([CH3:37])([CH3:36])[CH3:35])[C:17](=[O:19])[CH2:16][C:11]1[NH:10][C:9]2[CH:20]=[CH:21][C:6]([NH:5][S:2]([CH3:1])(=[O:3])=[O:4])=[CH:7][C:8]=2[S:13](=[O:14])(=[O:15])[N:12]=1)=[O:25], predict the reactants needed to synthesize it. (3) The reactants are: [CH3:1][O:2][C:3]1[CH:4]=[C:5]2[N:22]=[CH:21][N:20]=[C:19]([NH:23][C:24]3[CH:25]=[CH:26][C:27]([F:31])=[C:28]([Cl:30])[CH:29]=3)[C:6]2=[CH:7][C:8]=1[O:9][CH2:10][CH2:11][CH2:12][N:13]1[CH2:18][CH2:17][O:16][CH2:15][CH2:14]1.[CH:32]1[C:37](/[CH:38]=[CH:39]/[C:40]([OH:42])=[O:41])=[CH:36][CH:35]=[C:34]([OH:43])[CH:33]=1. Given the product [CH3:1][O:2][C:3]1[CH:4]=[C:5]2[N:22]=[CH:21][N:20]=[C:19]([NH:23][C:24]3[CH:25]=[CH:26][C:27]([F:31])=[C:28]([Cl:30])[CH:29]=3)[C:6]2=[CH:7][C:8]=1[O:9][CH2:10][CH2:11][CH2:12][N:13]1[CH2:18][CH2:17][O:16][CH2:15][CH2:14]1.[CH:32]1[C:37](/[CH:38]=[CH:39]/[C:40]([OH:42])=[O:41])=[CH:36][CH:35]=[C:34]([OH:43])[CH:33]=1, predict the reactants needed to synthesize it.